From a dataset of Catalyst prediction with 721,799 reactions and 888 catalyst types from USPTO. Predict which catalyst facilitates the given reaction. (1) Reactant: [CH3:1][C:2]([CH3:37])([CH3:36])[CH2:3][C:4]1[N:9]=[C:8]([CH2:10][O:11][C:12]2[C:13]([O:25][CH3:26])=[C:14]([CH2:18][CH2:19][C:20]([O:22]CC)=[O:21])[CH:15]=[CH:16][CH:17]=2)[CH:7]=[CH:6][C:5]=1[C:27]1[CH:32]=[C:31]([O:33][CH3:34])[CH:30]=[CH:29][C:28]=1[F:35].[OH-].[Na+]. Product: [CH3:1][C:2]([CH3:37])([CH3:36])[CH2:3][C:4]1[N:9]=[C:8]([CH2:10][O:11][C:12]2[C:13]([O:25][CH3:26])=[C:14]([CH2:18][CH2:19][C:20]([OH:22])=[O:21])[CH:15]=[CH:16][CH:17]=2)[CH:7]=[CH:6][C:5]=1[C:27]1[CH:32]=[C:31]([O:33][CH3:34])[CH:30]=[CH:29][C:28]=1[F:35]. The catalyst class is: 92. (2) Reactant: [Cl:1][C:2]1[S:6][C:5]([C:7]([NH:9][C:10]2[CH:14]=[CH:13][S:12][C:11]=2[C:15]([O:17]C)=[O:16])=[O:8])=[CH:4][CH:3]=1.[OH-].[Li+].C1COCC1.Cl. Product: [Cl:1][C:2]1[S:6][C:5]([C:7]([NH:9][C:10]2[CH:14]=[CH:13][S:12][C:11]=2[C:15]([OH:17])=[O:16])=[O:8])=[CH:4][CH:3]=1. The catalyst class is: 20. (3) Reactant: C(N(S(F)(F)[F:7])CC)C.[C:10]([C:12]1[CH:13]=[C:14]([C:22]([N:24]([CH2:26][C@H:27]([C:41]2[CH:46]=[CH:45][C:44]([Cl:47])=[C:43]([Cl:48])[CH:42]=2)[CH2:28][CH2:29][N:30]2[CH2:33][CH:32]([N:34]3[CH2:39][CH2:38][C:37](=O)[CH2:36][CH2:35]3)[CH2:31]2)[CH3:25])=[O:23])[C:15]2[C:20]([CH:21]=1)=[CH:19][CH:18]=[CH:17][CH:16]=2)#[N:11]. Product: [C:10]([C:12]1[CH:13]=[C:14]([C:22]([N:24]([CH2:26][C@H:27]([C:41]2[CH:46]=[CH:45][C:44]([Cl:47])=[C:43]([Cl:48])[CH:42]=2)[CH2:28][CH2:29][N:30]2[CH2:33][CH:32]([N:34]3[CH2:39][CH2:38][CH:37]([F:7])[CH2:36][CH2:35]3)[CH2:31]2)[CH3:25])=[O:23])[C:15]2[C:20]([CH:21]=1)=[CH:19][CH:18]=[CH:17][CH:16]=2)#[N:11]. The catalyst class is: 2. (4) Reactant: [CH3:1][C:2]1[N:14]2[C:5]([C:6]3[O:7][CH2:8][CH2:9][N:10]([C:15]([O:17][C:18]([CH3:21])([CH3:20])[CH3:19])=[O:16])[C:11]=3[CH:12]=[CH:13]2)=[N:4][C:3]=1[C:22](OCC)=[O:23].[H-].[H-].[H-].[H-].[Li+].[Al+3].O.O.O.O.O.O.O.O.O.O.S([O-])([O-])(=O)=O.[Na+].[Na+]. Product: [OH:23][CH2:22][C:3]1[N:4]=[C:5]2[N:14]([C:2]=1[CH3:1])[CH:13]=[CH:12][C:11]1[N:10]([C:15]([O:17][C:18]([CH3:21])([CH3:20])[CH3:19])=[O:16])[CH2:9][CH2:8][O:7][C:6]2=1. The catalyst class is: 1. (5) Reactant: [CH3:1][C@H:2]1[N:7]([C:8]([O:10][CH2:11][C:12]2[CH:17]=[CH:16][CH:15]=[CH:14][CH:13]=2)=[O:9])[CH2:6][C@@H:5]([C:18]([O:20]C)=[O:19])[CH2:4][CH2:3]1.O[Li].O.Cl. Product: [CH3:1][C@H:2]1[N:7]([C:8]([O:10][CH2:11][C:12]2[CH:17]=[CH:16][CH:15]=[CH:14][CH:13]=2)=[O:9])[CH2:6][C@@H:5]([C:18]([OH:20])=[O:19])[CH2:4][CH2:3]1. The catalyst class is: 278. (6) Reactant: [F:1][C:2]([F:11])([C:7]([F:10])([F:9])[F:8])[CH2:3][CH2:4][CH2:5][OH:6].C(N(CC)CC)C.[CH3:19][S:20](Cl)(=[O:22])=[O:21].Cl. Product: [F:1][C:2]([F:11])([C:7]([F:8])([F:9])[F:10])[CH2:3][CH2:4][CH2:5][O:6][S:20]([CH3:19])(=[O:22])=[O:21]. The catalyst class is: 2. (7) Reactant: C(OC([NH:8][CH2:9][CH2:10][C@H:11]([C:13]1[CH:14]=[C:15]([CH:30]=[CH:31][CH:32]=1)[O:16][CH2:17][C@@H:18]1[CH2:22][CH2:21][CH2:20][N:19]1C(OC(C)(C)C)=O)[OH:12])=O)(C)(C)C.Cl.O1CCOCC1. Product: [NH2:8][CH2:9][CH2:10][C@H:11]([C:13]1[CH:32]=[CH:31][CH:30]=[C:15]([O:16][CH2:17][C@@H:18]2[CH2:22][CH2:21][CH2:20][NH:19]2)[CH:14]=1)[OH:12]. The catalyst class is: 2. (8) Reactant: [N:1]1([C:10]2[S:11][C:12](/[CH:18]=[CH:19]/[C:20]([O:22][CH2:23][CH3:24])=[O:21])=[C:13]([CH:15]([CH3:17])[CH3:16])[N:14]=2)[C:5]2[CH:6]=[CH:7][CH:8]=[CH:9][C:4]=2[N:3]=[CH:2]1.O1CCCC1.[H][H]. Product: [N:1]1([C:10]2[S:11][C:12]([CH2:18][CH2:19][C:20]([O:22][CH2:23][CH3:24])=[O:21])=[C:13]([CH:15]([CH3:17])[CH3:16])[N:14]=2)[C:5]2[CH:6]=[CH:7][CH:8]=[CH:9][C:4]=2[N:3]=[CH:2]1. The catalyst class is: 349. (9) Reactant: Cl[C:2]1[N:7]=[CH:6][N:5]=[C:4]([NH2:8])[C:3]=1[CH:9]([CH3:11])[CH3:10].FC(F)(F)C(O)=O.[CH2:19]([O:26][C:27](=[O:55])[N:28]([CH2:53][CH3:54])[CH2:29][CH2:30][N:31]1[CH:35]=[C:34]([C:36]2[CH:41]=[CH:40][C:39]([F:42])=[C:38]([C:43]([F:46])([F:45])[F:44])[CH:37]=2)[N:33]=[C:32]1[CH:47]1[CH2:52][CH2:51][NH:50][CH2:49][CH2:48]1)[C:20]1[CH:25]=[CH:24][CH:23]=[CH:22][CH:21]=1.C([O-])([O-])=O.[Cs+].[Cs+]. Product: [CH2:19]([O:26][C:27](=[O:55])[N:28]([CH2:29][CH2:30][N:31]1[CH:35]=[C:34]([C:36]2[CH:41]=[CH:40][C:39]([F:42])=[C:38]([C:43]([F:45])([F:46])[F:44])[CH:37]=2)[N:33]=[C:32]1[CH:47]1[CH2:48][CH2:49][N:50]([C:2]2[C:3]([CH:9]([CH3:11])[CH3:10])=[C:4]([NH2:8])[N:5]=[CH:6][N:7]=2)[CH2:51][CH2:52]1)[CH2:53][CH3:54])[C:20]1[CH:21]=[CH:22][CH:23]=[CH:24][CH:25]=1. The catalyst class is: 16.